Dataset: Retrosynthesis with 50K atom-mapped reactions and 10 reaction types from USPTO. Task: Predict the reactants needed to synthesize the given product. Given the product CSc1cc(=O)c2ccc(CO)cc2s1, predict the reactants needed to synthesize it. The reactants are: CSc1cc(=O)c2ccc(C(=O)O)cc2s1.